Predict the reactants needed to synthesize the given product. From a dataset of Full USPTO retrosynthesis dataset with 1.9M reactions from patents (1976-2016). (1) The reactants are: [Cl:1][C:2]([F:32])([O:21][C:22]([F:31])([F:30])[C:23]([F:29])([F:28])[C:24]([F:27])([F:26])[F:25])[C:3]([F:20])([F:19])[O:4][C:5]1[CH:14]=[C:13]([C:15]([O:17]C)=[O:16])[CH:12]=[CH:11][C:6]=1[C:7]([O:9]C)=[O:8].[OH-].[K+].Cl. Given the product [Cl:1][C:2]([F:32])([O:21][C:22]([F:30])([F:31])[C:23]([F:29])([F:28])[C:24]([F:27])([F:26])[F:25])[C:3]([F:19])([F:20])[O:4][C:5]1[CH:14]=[C:13]([C:15]([OH:17])=[O:16])[CH:12]=[CH:11][C:6]=1[C:7]([OH:9])=[O:8], predict the reactants needed to synthesize it. (2) Given the product [I:11][C:3]1[C:4]2[N:5]=[CH:6][N:7]=[C:8]([NH2:10])[C:9]=2[NH:1][N:2]=1, predict the reactants needed to synthesize it. The reactants are: [NH:1]1[C:9]2[C:8]([NH2:10])=[N:7][CH:6]=[N:5][C:4]=2[CH:3]=[N:2]1.[I:11]N1C(=O)CCC1=O. (3) Given the product [F:38][C:39]([F:44])([F:43])[C:40]([OH:42])=[O:41].[Cl:19][C:15]1[C:14]([F:20])=[C:13]([CH:12]2[C:11]([C:23]3[CH:28]=[CH:27][C:26]([Cl:29])=[CH:25][C:24]=3[F:30])([C:21]#[N:22])[CH:10]([CH2:31][CH:32]3[CH2:33][CH2:34][O:35][CH2:36][CH2:37]3)[NH:9][CH:8]2[C:6]([OH:7])=[O:5])[CH:18]=[CH:17][CH:16]=1, predict the reactants needed to synthesize it. The reactants are: C([O:5][C:6]([CH:8]1[CH:12]([C:13]2[CH:18]=[CH:17][CH:16]=[C:15]([Cl:19])[C:14]=2[F:20])[C:11]([C:23]2[CH:28]=[CH:27][C:26]([Cl:29])=[CH:25][C:24]=2[F:30])([C:21]#[N:22])[CH:10]([CH2:31][CH:32]2[CH2:37][CH2:36][O:35][CH2:34][CH2:33]2)[NH:9]1)=[O:7])(C)(C)C.[F:38][C:39]([F:44])([F:43])[C:40]([OH:42])=[O:41]. (4) Given the product [F:1][C:2]1[CH:29]=[CH:28][C:5]([CH2:6][NH:7][C:8]([C:10]2([CH2:23][CH2:24][CH2:25][CH2:26][N:36]3[C@H:35]([CH3:37])[CH2:34][N:33]([C:38]4[CH:47]=[CH:46][C:45]5[C:40](=[CH:41][CH:42]=[CH:43][CH:44]=5)[N:39]=4)[CH2:32][C@@H:31]3[CH3:30])[C:22]3[CH:21]=[CH:20][CH:19]=[CH:18][C:17]=3[C:16]3[C:11]2=[CH:12][CH:13]=[CH:14][CH:15]=3)=[O:9])=[CH:4][CH:3]=1, predict the reactants needed to synthesize it. The reactants are: [F:1][C:2]1[CH:29]=[CH:28][C:5]([CH2:6][NH:7][C:8]([C:10]2([CH2:23][CH2:24][CH2:25][CH2:26]Br)[C:22]3[CH:21]=[CH:20][CH:19]=[CH:18][C:17]=3[C:16]3[C:11]2=[CH:12][CH:13]=[CH:14][CH:15]=3)=[O:9])=[CH:4][CH:3]=1.[CH3:30][C@H:31]1[NH:36][C@@H:35]([CH3:37])[CH2:34][N:33]([C:38]2[CH:47]=[CH:46][C:45]3[C:40](=[CH:41][CH:42]=[CH:43][CH:44]=3)[N:39]=2)[CH2:32]1. (5) Given the product [Cl:1][C:2]1[CH:3]=[CH:4][C:5]([C:38]#[N:39])=[C:6]([C:8]2[C:13]([O:14][CH3:15])=[CH:12][N:11]([CH:16]([CH2:33][CH:34]([CH3:36])[CH3:35])[C:17]([NH:19][C:20]3[CH:32]=[CH:31][C:23]([C:24]([OH:26])=[O:25])=[CH:22][CH:21]=3)=[O:18])[C:10](=[O:37])[CH:9]=2)[CH:7]=1, predict the reactants needed to synthesize it. The reactants are: [Cl:1][C:2]1[CH:3]=[CH:4][C:5]([C:38]#[N:39])=[C:6]([C:8]2[C:13]([O:14][CH3:15])=[CH:12][N:11]([CH:16]([CH2:33][CH:34]([CH3:36])[CH3:35])[C:17]([NH:19][C:20]3[CH:32]=[CH:31][C:23]([C:24]([O:26]C(C)(C)C)=[O:25])=[CH:22][CH:21]=3)=[O:18])[C:10](=[O:37])[CH:9]=2)[CH:7]=1.C(O)(C(F)(F)F)=O. (6) Given the product [Br:1][C:2]1[CH:36]=[CH:35][C:5]2[C:6]([NH:23][C:24]([NH:26][C:27]3[C:28]([Cl:34])=[CH:29][CH:30]=[CH:31][C:32]=3[Cl:33])=[O:25])=[C:7]([C:9]([NH:11][C@@H:12]([CH:17]3[CH2:22][CH2:21][CH2:20][CH2:19][CH2:18]3)[C:13]([OH:15])=[O:14])=[O:10])[O:8][C:4]=2[CH:3]=1, predict the reactants needed to synthesize it. The reactants are: [Br:1][C:2]1[CH:36]=[CH:35][C:5]2[C:6]([NH:23][C:24]([NH:26][C:27]3[C:32]([Cl:33])=[CH:31][CH:30]=[CH:29][C:28]=3[Cl:34])=[O:25])=[C:7]([C:9]([NH:11][C@@H:12]([CH:17]3[CH2:22][CH2:21][CH2:20][CH2:19][CH2:18]3)[C:13]([O:15]C)=[O:14])=[O:10])[O:8][C:4]=2[CH:3]=1.Cl. (7) Given the product [Cl:8][C:5]1[N:6]=[CH:7][C:2]2[N:17]([CH:18]3[C:26]4[C:21](=[CH:22][CH:23]=[C:24]([O:27][CH3:28])[CH:25]=4)[CH2:20][CH2:19]3)[C:15](=[O:16])[CH:10]3[CH2:11][O:12][CH2:13][CH2:14][N:9]3[C:3]=2[N:4]=1, predict the reactants needed to synthesize it. The reactants are: Br[C:2]1[C:3]([N:9]2[CH2:14][CH2:13][O:12][CH2:11][CH:10]2[C:15]([NH:17][CH:18]2[C:26]3[C:21](=[CH:22][CH:23]=[C:24]([O:27][CH3:28])[CH:25]=3)[CH2:20][CH2:19]2)=[O:16])=[N:4][C:5]([Cl:8])=[N:6][CH:7]=1.CC1(C)C2C(=C(P(C3C=CC=CC=3)C3C=CC=CC=3)C=CC=2)OC2C(P(C3C=CC=CC=3)C3C=CC=CC=3)=CC=CC1=2.P([O-])([O-])([O-])=O.[K+].[K+].[K+]. (8) Given the product [O:21]1[C:17]2[CH:16]=[CH:15][C:14]([C:12]([CH:9]3[CH2:8][CH2:7][N:6]([CH2:5][C:4]([OH:23])=[O:3])[CH2:11][CH2:10]3)=[O:13])=[CH:22][C:18]=2[CH2:19][CH2:20]1, predict the reactants needed to synthesize it. The reactants are: C([O:3][C:4](=[O:23])[CH2:5][N:6]1[CH2:11][CH2:10][CH:9]([C:12]([C:14]2[CH:15]=[CH:16][C:17]3[O:21][CH2:20][CH2:19][C:18]=3[CH:22]=2)=[O:13])[CH2:8][CH2:7]1)C.O[Li].O. (9) Given the product [F:12][C:13]1[CH:21]=[C:20]([C:22]([F:24])([F:25])[F:23])[CH:19]=[C:18]([C:26]([F:27])([F:28])[F:29])[C:14]=1[C:15]([NH:11][C@@H:7]1[CH2:8][CH2:9][CH2:10][C@@H:6]1[N:1]1[CH2:2][CH2:3][CH2:4][CH2:5]1)=[O:16], predict the reactants needed to synthesize it. The reactants are: [N:1]1([C@H:6]2[CH2:10][CH2:9][CH2:8][C@H:7]2[NH2:11])[CH2:5][CH2:4][CH2:3][CH2:2]1.[F:12][C:13]1[CH:21]=[C:20]([C:22]([F:25])([F:24])[F:23])[CH:19]=[C:18]([C:26]([F:29])([F:28])[F:27])[C:14]=1[C:15](O)=[O:16]. (10) Given the product [CH3:16][O:17][C:18](=[O:26])[CH:19]([C:20]1[CH:21]=[CH:22][CH:23]=[CH:24][CH:25]=1)[CH2:35][C:31]1[C:32]([Cl:34])=[N:33][C:28]([Cl:27])=[N:29][CH:30]=1, predict the reactants needed to synthesize it. The reactants are: C(NC1CCCCC1)(C)C.C([Li])CCC.[CH3:16][O:17][C:18](=[O:26])[CH2:19][C:20]1[CH:25]=[CH:24][CH:23]=[CH:22][CH:21]=1.[Cl:27][C:28]1[N:33]=[C:32]([Cl:34])[C:31]([CH2:35]I)=[CH:30][N:29]=1.